The task is: Regression/Classification. Given a drug SMILES string, predict its toxicity properties. Task type varies by dataset: regression for continuous values (e.g., LD50, hERG inhibition percentage) or binary classification for toxic/non-toxic outcomes (e.g., AMES mutagenicity, cardiotoxicity, hepatotoxicity). Dataset: herg_karim.. This data is from hERG potassium channel inhibition data for cardiac toxicity prediction from Karim et al.. (1) The drug is Cc1ccc2c(N3CCN(CCc4ccc5c(c4)OCC(=O)N5)CC3)cccc2n1. The result is 1 (blocker). (2) The compound is O=C([C@@H]1C[C@H]1c1ccc(C(F)(F)F)cc1)N1CCN(S(=O)(=O)c2cc(-c3nnc[nH]3)cc(C(F)(F)F)c2)CC1. The result is 1 (blocker). (3) The compound is Nc1cc2c(ccc(=O)n2-c2c(F)cccc2F)c(-c2ccc(F)cc2F)n1. The result is 1 (blocker). (4) The drug is c1ccc(-c2c[nH]c(C3Cc4c([nH]c5ccccc45)C(C4CCCCC4)N3)n2)cc1. The result is 1 (blocker). (5) The drug is O=C(CC1CCN(Cc2ccn(-c3ccc(C(F)(F)F)cc3)c2)CC1)NC(c1ccc(F)cc1)c1ccc[n+]([O-])c1. The result is 0 (non-blocker). (6) The drug is CC(C)CN(C(=O)c1ccccc1C(C)C)[C@H]1CCNC1. The result is 0 (non-blocker). (7) The drug is Cn1c(SCc2ccc(C(C)(C)C)cc2)nc(N)cc1=O. The result is 0 (non-blocker). (8) The molecule is Cn1c(SCCCN2CC[C@]3(C[C@@H]3c3ccc(C(F)(F)F)cc3)C2)nnc1-c1ccc(C#N)nc1. The result is 1 (blocker).